Task: Regression. Given a peptide amino acid sequence and an MHC pseudo amino acid sequence, predict their binding affinity value. This is MHC class I binding data.. Dataset: Peptide-MHC class I binding affinity with 185,985 pairs from IEDB/IMGT (1) The peptide sequence is ISPRTLNAW. The MHC is HLA-B35:01 with pseudo-sequence HLA-B35:01. The binding affinity (normalized) is 0. (2) The peptide sequence is EIIFYHPTF. The MHC is HLA-A30:01 with pseudo-sequence HLA-A30:01. The binding affinity (normalized) is 0.0847. (3) The peptide sequence is ASSWAPTQK. The MHC is HLA-B07:02 with pseudo-sequence HLA-B07:02. The binding affinity (normalized) is 0.0847. (4) The binding affinity (normalized) is 0.522. The MHC is HLA-B54:01 with pseudo-sequence HLA-B54:01. The peptide sequence is KTKDYVNGL. (5) The peptide sequence is VWAPLILAYFPVF. The MHC is HLA-A01:01 with pseudo-sequence HLA-A01:01. The binding affinity (normalized) is 0.134. (6) The binding affinity (normalized) is 0. The peptide sequence is RTLDLLKY. The MHC is H-2-Kb with pseudo-sequence H-2-Kb. (7) The peptide sequence is RLYNSLKRFT. The MHC is HLA-A02:03 with pseudo-sequence HLA-A02:03. The binding affinity (normalized) is 0.437.